This data is from Forward reaction prediction with 1.9M reactions from USPTO patents (1976-2016). The task is: Predict the product of the given reaction. (1) Given the reactants [CH3:1][O:2][C:3]1[CH:4]=[C:5]([CH2:9][C:10]([C:12]2[CH:13]=[N:14][CH:15]=[CH:16][CH:17]=2)=O)[CH:6]=[CH:7][CH:8]=1.[CH2:18]([O:20][C:21]1[CH:22]=[C:23]([CH:26]=[C:27]([N+:30]([O-:32])=[O:31])[C:28]=1[OH:29])[CH:24]=O)[CH3:19].[NH2:33][C:34]([NH2:36])=[O:35].Cl, predict the reaction product. The product is: [CH2:18]([O:20][C:21]1[CH:22]=[C:23]([CH:24]2[C:9]([C:5]3[CH:6]=[CH:7][CH:8]=[C:3]([O:2][CH3:1])[CH:4]=3)=[C:10]([C:12]3[CH:13]=[N:14][CH:15]=[CH:16][CH:17]=3)[NH:36][C:34](=[O:35])[NH:33]2)[CH:26]=[C:27]([N+:30]([O-:32])=[O:31])[C:28]=1[OH:29])[CH3:19]. (2) Given the reactants [Cl:1][C:2]1[C:3]([CH2:10][NH:11]C(=O)OC(C)(C)C)=[CH:4][C:5]([O:8][CH3:9])=[N:6][CH:7]=1.Cl, predict the reaction product. The product is: [Cl-:1].[Cl:1][C:2]1[C:3]([CH2:10][NH3+:11])=[CH:4][C:5]([O:8][CH3:9])=[N:6][CH:7]=1.